Dataset: Catalyst prediction with 721,799 reactions and 888 catalyst types from USPTO. Task: Predict which catalyst facilitates the given reaction. Reactant: C(=O)([O-])[O-].[Na+].[Na+].[ClH:7].[N:8]12[CH2:15][CH2:14][CH:11]([CH2:12][CH2:13]1)[CH:10]([NH:16][C:17]([C:19]1[S:20][C:21]3[C:27](Br)=[CH:26][CH:25]=[CH:24][C:22]=3[CH:23]=1)=[O:18])[CH2:9]2.[C:29]([NH:32][C:33]1[CH:34]=[C:35](B(O)O)[CH:36]=[CH:37][CH:38]=1)(=[O:31])[CH3:30].[OH-].[Na+]. Product: [ClH:7].[C:29]([NH:32][C:33]1[CH:38]=[C:37]([C:27]2[C:21]3[S:20][C:19]([C:17]([NH:16][C@@H:10]4[CH:11]5[CH2:14][CH2:15][N:8]([CH2:13][CH2:12]5)[CH2:9]4)=[O:18])=[CH:23][C:22]=3[CH:24]=[CH:25][CH:26]=2)[CH:36]=[CH:35][CH:34]=1)(=[O:31])[CH3:30]. The catalyst class is: 151.